This data is from Forward reaction prediction with 1.9M reactions from USPTO patents (1976-2016). The task is: Predict the product of the given reaction. (1) Given the reactants C(OC([NH:8][C@@H:9]([C:14]([OH:16])=O)[C:10]([CH3:13])([CH3:12])[CH3:11])=O)(C)(C)C.[Cl:17][C:18]1[CH:19]=[CH:20][C:21]([N:33]2[CH:37]=[N:36][CH:35]=[N:34]2)=[C:22]([CH:32]=1)[CH2:23][NH:24][C:25](=[O:31])[C@@H:26]1[CH2:30][CH2:29][CH2:28][NH:27]1.C(Cl)CCl.C1C=NC2N(O)N=NC=2C=1.CCN(C(C)C)C(C)C, predict the reaction product. The product is: [CH3:13][C:10]([CH3:11])([CH3:12])[C@H:9]([C:14]([N:27]1[CH2:28][CH2:29][CH2:30][C@H:26]1[C:25]([NH:24][CH2:23][C:22]1[CH:32]=[C:18]([Cl:17])[CH:19]=[CH:20][C:21]=1[N:33]1[CH:37]=[N:36][CH:35]=[N:34]1)=[O:31])=[O:16])[NH2:8]. (2) The product is: [CH3:1][C:2]1[CH:3]=[C:4]([C:10]2[CH:15]=[CH:14][C:13]([C:16]([F:17])([F:18])[F:19])=[CH:12][CH:11]=2)[CH:5]=[CH:6][C:7]=1[CH:8]=[O:9]. Given the reactants [CH3:1][C:2]1[CH:3]=[C:4]([C:10]2[CH:15]=[CH:14][C:13]([C:16]([F:19])([F:18])[F:17])=[CH:12][CH:11]=2)[CH:5]=[CH:6][C:7]=1[CH2:8][OH:9].CCN(CC)CC.C1C=CN=CC=1.O=S(=O)=O, predict the reaction product. (3) Given the reactants Cl[C:2]([O:4][CH2:5]Cl)=[O:3].[CH2:7]([OH:9])[CH3:8].N1C=CC=CC=1.[I-].[Na+].[C:18]([OH:21])(=[S:20])[CH3:19], predict the reaction product. The product is: [C:2](=[O:3])([O:4][CH2:5][S:20][C:18](=[O:21])[CH3:19])[O:9][CH2:7][CH3:8]. (4) Given the reactants [CH3:1][C:2]1[CH:7]=[C:6]([C:8]2[CH:13]=[CH:12][CH:11]=[CH:10][C:9]=2[CH:14]([CH3:16])[CH3:15])[C:5]([O:17]C)=[C:4]([C:19]2[CH:24]=[CH:23][CH:22]=[CH:21][C:20]=2[CH:25]([CH3:27])[CH3:26])[CH:3]=1.O.C(OCC)C, predict the reaction product. The product is: [CH3:1][C:2]1[CH:7]=[C:6]([C:8]2[CH:13]=[CH:12][CH:11]=[CH:10][C:9]=2[CH:14]([CH3:16])[CH3:15])[C:5]([OH:17])=[C:4]([C:19]2[CH:24]=[CH:23][CH:22]=[CH:21][C:20]=2[CH:25]([CH3:27])[CH3:26])[CH:3]=1. (5) The product is: [CH:22]([C:11]1[C:10]2[C:14](=[CH:15][CH:16]=[C:8]([C:6]#[N:7])[CH:9]=2)[NH:13][CH:12]=1)=[O:23]. Given the reactants P(Cl)(Cl)(Cl)=O.[C:6]([C:8]1[CH:9]=[C:10]2[C:14](=[CH:15][CH:16]=1)[NH:13][CH:12]=[CH:11]2)#[N:7].[OH-].[Na+].CN([CH:22]=[O:23])C, predict the reaction product. (6) Given the reactants [F:1][C:2]([F:32])([F:31])[CH2:3][CH2:4][CH2:5][C:6]1[CH:11]=[CH:10][C:9]([C:12]2[CH:17]=[CH:16][C:15]([S:18]([C:21]3([C:27]([NH:29][OH:30])=[O:28])CCO[CH2:23][CH2:22]3)(=[O:20])=[O:19])=[CH:14][CH:13]=2)=[CH:8][CH:7]=1.ON1C2C=CC=CC=2N=N1.C([N:45]([CH2:48][CH3:49])[CH2:46][CH3:47])C.Cl.CN(C)CCCN=C=NCC.[O:62]1[CH2:67][CH2:66][CH2:65][CH2:64][CH:63]1ON.CN(C)[CH:72]=[O:73], predict the reaction product. The product is: [O:62]1[CH2:67][CH2:66][CH2:65][CH2:64][CH:63]1[O:30][NH:29][C:27]([C:21]1([S:18]([C:15]2[CH:14]=[CH:13][C:12]([C:9]3[CH:8]=[CH:7][C:6]([CH2:5][CH2:4][CH2:3][C:2]([F:31])([F:32])[F:1])=[CH:11][CH:10]=3)=[CH:17][CH:16]=2)(=[O:19])=[O:20])[CH2:49][CH2:48][N:45]([CH2:46][CH2:47][O:73][CH3:72])[CH2:23][CH2:22]1)=[O:28].